From a dataset of Catalyst prediction with 721,799 reactions and 888 catalyst types from USPTO. Predict which catalyst facilitates the given reaction. (1) Reactant: O[NH:2][C@H:3]([C:8](N)=[O:9])[CH2:4][CH:5]([CH3:7])[CH3:6].C(Cl)(Cl)=[O:12]. Product: [NH2:2][C@H:3]([C:8]([OH:9])=[O:12])[CH2:4][CH:5]([CH3:7])[CH3:6]. The catalyst class is: 182. (2) Reactant: O.[NH2:2][NH2:3].C1([O:10][C:11](=O)[NH:12][C:13]2[CH:18]=[CH:17][C:16]([S:19][C:20]3[CH:25]=[CH:24][CH:23]=[C:22]([C:26]4([C:32]#[N:33])[CH2:31][CH2:30][O:29][CH2:28][CH2:27]4)[CH:21]=3)=[CH:15][CH:14]=2)C=CC=CC=1. Product: [C:32]([C:26]1([C:22]2[CH:21]=[C:20]([S:19][C:16]3[CH:15]=[CH:14][C:13]([NH:12][C:11]([NH:2][NH2:3])=[O:10])=[CH:18][CH:17]=3)[CH:25]=[CH:24][CH:23]=2)[CH2:31][CH2:30][O:29][CH2:28][CH2:27]1)#[N:33]. The catalyst class is: 12. (3) Reactant: [C:1]([O:5][C:6]([N:8]1[C:12]([CH3:14])([CH3:13])[CH2:11][CH2:10][CH:9]1[CH:15](C(OC)=O)[C:16]([O:18]C)=[O:17])=[O:7])([CH3:4])([CH3:3])[CH3:2].[OH-].[K+].CC(OC(OC(OC(C)(C)C)=O)=O)(C)C. Product: [C:1]([O:5][C:6]([N:8]1[C:12]([CH3:13])([CH3:14])[CH2:11][CH2:10][CH:9]1[CH2:15][C:16]([OH:18])=[O:17])=[O:7])([CH3:4])([CH3:2])[CH3:3]. The catalyst class is: 36. (4) Reactant: [Br:1][C:2]1[C:7]([CH3:8])=[CH:6][CH:5]=[CH:4][C:3]=1[CH3:9].Cl[CH:11](Cl)[O:12]C.O. The catalyst class is: 528. Product: [Br:1][C:2]1[C:7]([CH3:8])=[C:6]([CH:5]=[CH:4][C:3]=1[CH3:9])[CH:11]=[O:12]. (5) Reactant: [CH3:1][N:2]1[CH:6]=[C:5]([NH:7]C(OC(C)(C)C)=O)[C:4]([OH:15])=[C:3]1[C:16]([O:18][CH2:19][CH3:20])=[O:17]. Product: [CH3:1][N:2]1[CH:6]=[C:5]([NH2:7])[C:4]([OH:15])=[C:3]1[C:16]([O:18][CH2:19][CH3:20])=[O:17]. The catalyst class is: 13. (6) Product: [CH2:1]([O:3][C:4](=[O:31])[C:5]([O:23][C:24]1[CH:29]=[CH:28][CH:27]=[CH:26][C:25]=1[F:30])([CH3:22])[CH2:6][C:8]1[CH:9]=[CH:10][C:11]([O:14][CH2:15][C:16]2[CH:21]=[CH:20][CH:19]=[CH:18][CH:17]=2)=[CH:12][CH:13]=1)[CH3:2]. Reactant: [CH2:1]([O:3][C:4](=[O:31])[C:5]([O:23][C:24]1[CH:29]=[CH:28][CH:27]=[CH:26][C:25]=1[F:30])([CH3:22])[CH:6]([C:8]1[CH:13]=[CH:12][C:11]([O:14][CH2:15][C:16]2[CH:21]=[CH:20][CH:19]=[CH:18][CH:17]=2)=[CH:10][CH:9]=1)O)[CH3:2].B(F)(F)F.CCOCC.C([SiH](CC)CC)C.C([O-])([O-])=O.[Na+].[Na+]. The catalyst class is: 2.